This data is from Catalyst prediction with 721,799 reactions and 888 catalyst types from USPTO. The task is: Predict which catalyst facilitates the given reaction. (1) Reactant: [ClH:1].[NH:2](C(OC(C)(C)C)=O)[C@H:3]([C:19]([NH:21][C@H:22]([C:27]([NH:29][C@H:30]([C:35]([O:37][CH3:38])=[O:36])[CH2:31][CH:32]([CH3:34])[CH3:33])=[O:28])[CH2:23][CH:24]([CH3:26])[CH3:25])=[O:20])[CH2:4][CH2:5][CH2:6][CH2:7][NH:8][C:9]([O:11][CH2:12][C:13]1[CH:18]=[CH:17][CH:16]=[CH:15][CH:14]=1)=[O:10]. Product: [NH2:2][C@H:3]([C:19]([NH:21][C@H:22]([C:27]([NH:29][C@H:30]([C:35]([O:37][CH3:38])=[O:36])[CH2:31][CH:32]([CH3:33])[CH3:34])=[O:28])[CH2:23][CH:24]([CH3:25])[CH3:26])=[O:20])[CH2:4][CH2:5][CH2:6][CH2:7][NH:8][C:9]([O:11][CH2:12][C:13]1[CH:14]=[CH:15][CH:16]=[CH:17][CH:18]=1)=[O:10].[ClH:1]. The catalyst class is: 13. (2) Reactant: [Cl:1][C:2]1[CH:3]=[C:4]([C@@H:8]2[C@@H:13]([C:14]3[CH:19]=[CH:18][C:17]([Cl:20])=[CH:16][CH:15]=3)[N:12]([C@@H:21]([CH2:31][CH3:32])[CH2:22][S:23](=[O:30])(=[O:29])[NH:24][CH:25]3[CH2:28][O:27][CH2:26]3)[C:11](=[O:33])[C@:10]([CH2:35][C:36]([O:38]C)=[O:37])([CH3:34])[CH2:9]2)[CH:5]=[CH:6][CH:7]=1.[OH-].[Li+].Cl. Product: [Cl:1][C:2]1[CH:3]=[C:4]([C@@H:8]2[C@@H:13]([C:14]3[CH:15]=[CH:16][C:17]([Cl:20])=[CH:18][CH:19]=3)[N:12]([C@@H:21]([CH2:31][CH3:32])[CH2:22][S:23](=[O:29])(=[O:30])[NH:24][CH:25]3[CH2:26][O:27][CH2:28]3)[C:11](=[O:33])[C@:10]([CH2:35][C:36]([OH:38])=[O:37])([CH3:34])[CH2:9]2)[CH:5]=[CH:6][CH:7]=1. The catalyst class is: 36. (3) Reactant: [O:1]1[CH2:6][CH2:5][N:4]([C:7]2[S:8][N:9]=[C:10]3[CH:15]=[C:14](Br)[CH:13]=[N:12][C:11]=23)[CH2:3][CH2:2]1.[O:17]1[CH:21]=[CH:20][C:19](B(O)O)=[CH:18]1.C([O-])([O-])=O.[K+].[K+]. Product: [O:17]1[CH:21]=[CH:20][C:19]([C:14]2[CH:13]=[N:12][C:11]3=[C:7]([N:4]4[CH2:5][CH2:6][O:1][CH2:2][CH2:3]4)[S:8][N:9]=[C:10]3[CH:15]=2)=[CH:18]1. The catalyst class is: 73. (4) Reactant: CC(OI1(OC(C)=O)(OC(C)=O)OC(=O)C2C1=CC=CC=2)=O.[OH:23][CH2:24][C:25]1([C:28]([O:30][CH2:31][CH3:32])=[O:29])[CH2:27][CH2:26]1.S([O-])([O-])(=O)=S.[Na+].[Na+]. Product: [CH:24]([C:25]1([C:28]([O:30][CH2:31][CH3:32])=[O:29])[CH2:27][CH2:26]1)=[O:23]. The catalyst class is: 503. (5) Reactant: [CH:1]([N:4]1[CH2:9][CH2:8][CH:7]([NH:10]C(=O)OCC2C=CC=CC=2)[CH2:6][CH2:5]1)([CH3:3])[CH3:2]. Product: [NH2:10][CH:7]1[CH2:8][CH2:9][N:4]([CH:1]([CH3:3])[CH3:2])[CH2:5][CH2:6]1. The catalyst class is: 29.